This data is from Full USPTO retrosynthesis dataset with 1.9M reactions from patents (1976-2016). The task is: Predict the reactants needed to synthesize the given product. The reactants are: Br[C:2]1[CH:35]=[CH:34][C:5]([CH2:6][CH2:7][NH:8][C:9]([C:11]2[CH:33]=[CH:32][C:14]([O:15][C:16]3[CH:25]=[C:24]4[C:19]([CH:20]([C:26]([O:28][CH2:29][CH3:30])=[O:27])[CH2:21][CH2:22][O:23]4)=[CH:18][C:17]=3[Cl:31])=[CH:13][CH:12]=2)=[O:10])=[CH:4][CH:3]=1.[Cl:36][C:37]1[CH:42]=[CH:41][CH:40]=[CH:39][C:38]=1B(O)O.[F-].[Cs+]. Given the product [Cl:31][C:17]1[CH:18]=[C:19]2[C:24](=[CH:25][C:16]=1[O:15][C:14]1[CH:32]=[CH:33][C:11]([C:9](=[O:10])[NH:8][CH2:7][CH2:6][C:5]3[CH:34]=[CH:35][C:2]([C:38]4[CH:39]=[CH:40][CH:41]=[CH:42][C:37]=4[Cl:36])=[CH:3][CH:4]=3)=[CH:12][CH:13]=1)[O:23][CH2:22][CH2:21][CH:20]2[C:26]([O:28][CH2:29][CH3:30])=[O:27], predict the reactants needed to synthesize it.